This data is from Reaction yield outcomes from USPTO patents with 853,638 reactions. The task is: Predict the reaction yield, written as a fraction of the theoretical maximum amount of product (1.0 means a 100% yield; for example, 0.34 means a 34% yield). The reactants are [CH3:1][O:2][C:3](=[O:12])[C:4]1[CH:9]=[CH:8][CH:7]=[C:6](I)[C:5]=1[NH2:11].[C:13]([C:15]1[CH:20]=[CH:19][C:18]([C:21]2[CH:26]=[CH:25][CH:24]=[CH:23][CH:22]=2)=[CH:17][CH:16]=1)#[CH:14]. The catalyst is C1COCC1.[Cu]I.C1C=CC(P(C2C=CC=CC=2)C2C=CC=CC=2)=CC=1.C1C=CC(P(C2C=CC=CC=2)C2C=CC=CC=2)=CC=1.Cl[Pd]Cl. The product is [CH3:1][O:2][C:3](=[O:12])[C:4]1[CH:9]=[CH:8][CH:7]=[C:6]([C:14]#[C:13][C:15]2[CH:20]=[CH:19][C:18]([C:21]3[CH:26]=[CH:25][CH:24]=[CH:23][CH:22]=3)=[CH:17][CH:16]=2)[C:5]=1[NH2:11]. The yield is 0.760.